This data is from Experimentally validated miRNA-target interactions with 360,000+ pairs, plus equal number of negative samples. The task is: Binary Classification. Given a miRNA mature sequence and a target amino acid sequence, predict their likelihood of interaction. The miRNA is hsa-miR-7849-3p with sequence GACAAUUGUUGAUCUUGGGCCU. The protein sequence of the target gene is MRSLLLLVLISVCWADHHLSDSYTPPDQDRVIHIQAENGPRLLVEAEQAKVFSHRGGNVTLPCKFYRDPTAFGSGIHKIRIKWTKLTSDYLREVDVFVSMGYHKKTYGGYQGRVFLKGGSDNDASLVITDLTLEDYGRYKCEVIEGLEDDTAVVALELQGVVFPYFPRLGRYNLNFHEARQACLDQDAVIASFDQLYDAWRGGLDWCNAGWLSDGSVQYPITKPREPCGGQNTVPGVRNYGFWDKDKSRYDVFCFTSNFNGRFYYLIHPTKLTYDEAVQACLNDGAQIAKVGQIFAAWKL.... Result: 0 (no interaction).